This data is from B-cell epitopes from IEDB database with 3,159 antigens for binding position prediction. The task is: Token-level Classification. Given an antigen amino acid sequence, predict which amino acid positions are active epitope sites capable of antibody binding. Output is a list of indices for active positions. (1) Given the antigen sequence: MKINIASIIFIIFSLCLVNDAYGKNKYGKNGKYGSQNVIKKHGEPVINVQDLISDMVRKEEEIVKLTKNKKSLRKINVALATALSVVSAILLGGAGLVMYNTEKGRRPFQIGKSKKGGSAMARDSSFPMNEESPLGFSPEEMEAVASKFRESMLKDGVPAPSNTPNVQN, which amino acid positions are active epitope sites? The epitope positions are: [125, 126, 127, 128, 129, 130, 131, 132, 133, 134, 135, 136, 137, 138, 139]. The amino acids at these positions are: SFPMNEESPLGFSPE. (2) Given the antigen sequence: MKKYLLGIGLILALIACKQNVSSLDEKNSVSVDLPGEMKVLVSKEKNKDGKYDLIATVDKLELKGTSDKNNGSGVLEGVKADKSKVKLTISDDLGQTTLEVFKEDGKTLVSKKVTSKDKSSTEEKFNEKGEVSEKIITRADGTRLEYTGIKSDGSGKAKEVLKGYVLEGTLTAEKTTLVVKEGTVTLSKNISKSGEVSVELNDTDSSAATKKTAAWNSGTSTLTITVNSKKTKDLVFTKENTITVQQYDSNGTKLEGSAVEITKLDEIKNALK, which amino acid positions are active epitope sites? The epitope positions are: [246, 247, 248, 249, 250, 251, 252, 253, 254, 255]. The amino acids at these positions are: QYDSNGTKLE. (3) Given the antigen sequence: DDPPATVYRYDSRPPEDVFQNGFTAWGNNDNVLDHLTGRSCQVGSSNSAFVSTSSSRRYTEVYLEHRMQEAVEAERAGRGTGHFIGYIYEVRADNNFYGAASSYFEYVDTYGDNAGRILAGALATYQSEYLAHRRIPPENIRRVTRVYHNGITGETTTTEYSNARYVSQQTRANPNPYTSRRSVASIVGTLVRMAPVIGACMARQAESSEAMAAWSERAGEAMVLVYYESIAYSF, which amino acid positions are active epitope sites? The epitope positions are: [188, 189, 190, 191, 192, 193, 194, 195, 196, 197, 198]. The amino acids at these positions are: GTLVRMAPVIG. (4) Given the antigen sequence: MVLILCCTLAILFCVADVNVFHIFLQMSVWRPSEVTVYLPPVPVSKVVSTDEYVSRTSIYYYAGSSRLLAVGNPYFSIKSPNNNKKVLVPKVSGLQYRVFRVRLPDPNKFGFPDTSFYNPDTQRLVWACVGLEIGRGQPLGVGVSGHPYLNKFDDTETSNRYPAQPGSDNRECLSMDYKQTQLCLIGCKPPTGEHWGKGVACNNNAAATDCPPLELFNSIIEDGDMVDTGFGCMDFGTLQANKSDVPIDICNSTCKYPDYLKMASEPYGDSLFFFLRREQMFVRHFFNRAGKLGEAVPDDLYIKGSGNTAVIQSSAFFPTPSGSIVTSESQLFNKPYWLQRAQGHNNGICWGNQLFVTVVDTTRSTNMTLCTEVTKEGTYKNDNFKEYVRHVEEYDLQFVFQLCKITLTAEIMTYIHTMDSNILEDWQFGLTPPPSASLQDTYRFVTSQAITCQKTAPPKEKEDPLNKYTFWEVNLKEKFSADLDQFPLGRKFLLQSGLK..., which amino acid positions are active epitope sites? The epitope positions are: [88, 89, 90, 91, 92, 93, 94, 95, 96]. The amino acids at these positions are: VPKVSGLQY. (5) Given the antigen sequence: MSSFSYEPYYSTSYKRRYVETPRVHISSVRSGYSTARSAYSSYSAPVSSSLSVRRSYSSSSGSLMPSLENLDLSQVAAISNDLKSIRTQEKAQLQDLNDRFASFIERVHELEQQNKVLEAELLVLRQKHSEPSRFRALYEQEIRDLRLAAEDATNEKQALQGEREGLEETLRNLQARYEEEVLSREDAEGRLMEARKGADEAALARAELEKRIDSLMDEISFLKKVHEEEIAELQAQIQYAQISVEMDVTKPDLSAALKDIRAQYEKLAAKNMQNAEEWFKSRFTVLTESAAKNTDAVRAAKDEVSESRRLLKAKTLEIEACRGMNEALEKQLQELEDKQNADISAMQDTINKLENELRTTKSEMARYLKEYQDLLNVKMALDIEIAAYRKLLEGEETRLSFTSVGSITSGYSQSSQVFGRSAYGGLQTSSYLMSTRSFPSYYTSHVQEEQIEVEETIEAAKAEEAKDEPPSEGEAEEEEKDKEEAEEEEAAEEEEAAKE..., which amino acid positions are active epitope sites? The epitope positions are: [442, 443, 444, 445, 446, 447, 448, 449, 450, 451, 452, 453, 454, 455, 456]. The amino acids at these positions are: YTSHVQEEQIEVEET. (6) Given the antigen sequence: MKKLLKSALLFAATGSALSLQALPVGNPAEPSLLIDGTMWEGASGDPCDPCSTWCDAISIRAGYYGDYVFDRVLKVDVNKTITGMGAVPTGTAAANYKTPTDRPNIAYGKHLQDAEWFTNAAFLALNIWDRFDIFCTLGASNGYFKASSAAFNLVGLIGVKGSSIAADQLPNVGITQGIVEFYTDTTFSWSVGARGALWECGCATLGAEFQYAQSNPKIEMLNVVSSPAQFVVHKPRGYKGTAFPLPLTAGTDQATDTKSATIKYHEWQVGLALSYRLNMLVPYISVNWSRATFDADAIRIAQPKLAAAVLNLTTWNPTLLGEATALDTSNKFADFLQIASIQINKMKSRKACGVAVGATLIDADKWSITGEARLINERAAHMNAQFRF, which amino acid positions are active epitope sites? The epitope positions are: [161, 162, 163, 164, 165, 166, 167, 168, 169, 170]. The amino acids at these positions are: GSSIAADQLP. (7) The epitope positions are: [259, 260, 261, 262, 263, 264, 265, 266, 267, 268, 269, 270, 271, 272, 273]. The amino acids at these positions are: FYMFEDFLVYKSGIY. Given the antigen sequence: MSWLLIFAAIVVAQAKPNYKRQFEPFSDELIHYINEESGASWKAAPSTRFNNIDQVKQNLGVLEETPEDRNTQRQTVRYSVSENDLPESFDARQKWANCPSISEIRDQSSCSSCWAVSSASAITDRICIHSNGQKKPRLSAIDIVSCCAYCGYGCNGGIPAMSWDYWTREGVVTGGTLENPTGCLPYPFPKCSHGVVTPGLPPCPRDIYPTPKCEKKCHAGYNKTYEQDKVKGKSSYNVGGQETDIMMEIMKNGPVDGIFYMFEDFLVYKSGIYHYTTGRLVGGHAIRVIGWGVENGVKYWLIANSWNEGWGEKGYFRMRRGNNECGIEARINAGLP, which amino acid positions are active epitope sites? (8) Given the antigen sequence: MLLLRWFTSCCLWVFGLGQLEQTELSVTRETDENVQISCIVYLPYFSNTAIHWYRQKTNQQFEYLIYVATNYNQRPLGGKHKKIEASKDFKSSTSTLEINYLKKEDEATYYCAVWMRWSSGFHKVFAEGTKLIVI, which amino acid positions are active epitope sites? The epitope positions are: [19, 20, 21, 22, 23, 24, 25, 26, 27, 28, 29, 30]. The amino acids at these positions are: LEQTELSVTRET. (9) Given the antigen sequence: MPEPAKSAPAPKKGSKKAVTKAQKKDGKKRKRSRKESYSVYVYKVLKQVHPDTGISSKAMGIMNSFVNDIFERIASEASRLAHYNKRSTITSREIQTAVRLLLPGELAKHAVSEGTKAVTKYTSSNFSRQNFSV, which amino acid positions are active epitope sites? The epitope positions are: [1, 2, 3, 4, 5, 6, 7, 8, 9, 10, 11, 12, 13, 14, 15, 16, 17, 18]. The amino acids at these positions are: PEPAKSAPAPKKGSKKAV. (10) Given the antigen sequence: MQGSVTEFLKPRLVDIEQVSSTHAKVTLEPLERGFGHTLGNALRRILLSSMPGCAVTEVEIDGVLHEYSTKEGVQEDILEILLNLKGLAVRVQGKDEVILTLNKSGIGPVTAADITHDGDVEIVKPQHVICHLTDENASISMRIKVQRGRGYVPASTRIHSEEDERPIGRLLVDACYSPVERIAYNVEAARVEQRTDLDKLVIEMETNGTIDPEEAIRRAATILAEQLEAFVDLRDVRQPEVKEEKPEFDPILLRPVDDLELTVRSANCLKAEAIHYIGDLVQRTEVELLKTPNLGKKSLTEIKDVLASRGLSLGMRLENWPPASIADE, which amino acid positions are active epitope sites? The epitope positions are: [0, 1, 2, 3, 4, 5, 6, 7, 8, 9, 10, 11, 12, 13, 14, 15, 16, 17, 18, 19... (23 total positions)]. The amino acids at these positions are: MQGSVTEFLKPRLVDIEQVSSTH.